Predict the reaction yield, written as a fraction of the theoretical maximum amount of product (1.0 means a 100% yield; for example, 0.34 means a 34% yield). From a dataset of Reaction yield outcomes from USPTO patents with 853,638 reactions. (1) The reactants are [N+:1]([C:4]1[CH:13]=[C:12]2[C:7]([CH2:8][CH2:9][CH2:10][CH:11]2[OH:14])=[CH:6][CH:5]=1)([O-])=O. The catalyst is CO. The product is [NH2:1][C:4]1[CH:13]=[C:12]2[C:7]([CH2:8][CH2:9][CH2:10][CH:11]2[OH:14])=[CH:6][CH:5]=1. The yield is 0.950. (2) The reactants are [Cl:1][C:2]1[CH:10]=[C:9]2[C:5]([CH:6]=[CH:7][NH:8]2)=[CH:4][C:3]=1B1OCC(C)(C)CO1.[C:19](=O)([O-])[O-:20].[K+].[K+].Br[C:26]1[CH:31]=[CH:30][C:29]([CH2:32][CH2:33][OH:34])=[CH:28][CH:27]=1.O. The catalyst is O1CCOCC1.CN(C=O)C.C1C=CC(P(C2C=CC=CC=2)[C-]2C=CC=C2)=CC=1.C1C=CC(P(C2C=CC=CC=2)[C-]2C=CC=C2)=CC=1.Cl[Pd]Cl.[Fe+2]. The product is [Cl:1][C:2]1[CH:10]=[C:9]2[C:5]([C:6]([CH:19]=[O:20])=[CH:7][NH:8]2)=[CH:4][C:3]=1[C:26]1[CH:31]=[CH:30][C:29]([CH2:32][CH2:33][OH:34])=[CH:28][CH:27]=1. The yield is 0.680.